Dataset: Peptide-MHC class II binding affinity with 134,281 pairs from IEDB. Task: Regression. Given a peptide amino acid sequence and an MHC pseudo amino acid sequence, predict their binding affinity value. This is MHC class II binding data. (1) The peptide sequence is GEEYLILSARDVLAV. The MHC is DRB1_0802 with pseudo-sequence DRB1_0802. The binding affinity (normalized) is 0.0924. (2) The binding affinity (normalized) is 0.128. The MHC is HLA-DQA10401-DQB10402 with pseudo-sequence HLA-DQA10401-DQB10402. The peptide sequence is TATAAVGAATGAATA. (3) The peptide sequence is KPAAAATATATSAVG. The MHC is DRB3_0202 with pseudo-sequence DRB3_0202. The binding affinity (normalized) is 0.320. (4) The peptide sequence is AFILDGDNLPPKV. The MHC is DRB1_0401 with pseudo-sequence DRB1_0401. The binding affinity (normalized) is 0.785. (5) The peptide sequence is AEAVKKFGYELEALA. The MHC is HLA-DQA10101-DQB10501 with pseudo-sequence HLA-DQA10101-DQB10501. The binding affinity (normalized) is 0.583.